Dataset: Reaction yield outcomes from USPTO patents with 853,638 reactions. Task: Predict the reaction yield, written as a fraction of the theoretical maximum amount of product (1.0 means a 100% yield; for example, 0.34 means a 34% yield). (1) The reactants are [N+:1]([C:4]1[CH:12]=[CH:11][C:7]([C:8]([OH:10])=[O:9])=[CH:6][CH:5]=1)([O-:3])=[O:2].C(Cl)(=O)C(Cl)=O.[CH2:19]([O:21][C:22]([C@@:24]1([NH:29][C:30]([N:32]2[CH2:36][C@H:35](O)[CH2:34][C@H:33]2[C:38](=[O:47])[N:39]([CH2:41][CH2:42][CH2:43][CH2:44][CH:45]=[CH2:46])[CH3:40])=[O:31])[CH2:26][C@@H:25]1[CH:27]=[CH2:28])=[O:23])[CH3:20].C(N(CC)CC)C. The catalyst is C(Cl)Cl.C(Cl)Cl.CO.CN(C=O)C. The product is [N+:1]([C:4]1[CH:5]=[CH:6][C:7]([C:8]([O:10][C@@H:35]2[CH2:34][C@@H:33]([C:38](=[O:47])[N:39]([CH2:41][CH2:42][CH2:43][CH2:44][CH:45]=[CH2:46])[CH3:40])[N:32]([C:30](=[O:31])[NH:29][C@:24]3([C:22]([O:21][CH2:19][CH3:20])=[O:23])[CH2:26][C@H:25]3[CH:27]=[CH2:28])[CH2:36]2)=[O:9])=[CH:11][CH:12]=1)([O-:3])=[O:2]. The yield is 0.930. (2) The reactants are [Br-].[Br:2][C:3]1[S:7][C:6]([Zn+])=[CH:5][CH:4]=1.[CH3:9][N:10]1[C@H:14]2[C@@H:15]([C:25]([O:27][CH3:28])=[O:26])[C@@H:16]([C:18]3[CH:23]=[CH:22][C:21](I)=[CH:20][CH:19]=3)[CH2:17][C@@H:11]1[CH2:12][CH2:13]2. The catalyst is C1COCC1. The product is [CH3:28][O:27][C:25]([C@H:15]1[C@@H:16]([C:18]2[CH:23]=[CH:22][C:21]([C:6]3[S:7][C:3]([Br:2])=[CH:4][CH:5]=3)=[CH:20][CH:19]=2)[CH2:17][C@H:11]2[N:10]([CH3:9])[C@@H:14]1[CH2:13][CH2:12]2)=[O:26]. The yield is 0.490. (3) The reactants are [CH2:1]([O:8][N:9]1[CH:13]=[CH:12][CH:11]=[N:10]1)[C:2]1[CH:7]=[CH:6][CH:5]=[CH:4][CH:3]=1.C([Li])CCC.[CH2:19]([CH:21]([CH2:24][CH3:25])[CH:22]=[O:23])[CH3:20]. The catalyst is C1COCC1. The product is [CH2:1]([O:8][N:9]1[C:13]([CH:22]([OH:23])[CH:21]([CH2:24][CH3:25])[CH2:19][CH3:20])=[CH:12][CH:11]=[N:10]1)[C:2]1[CH:3]=[CH:4][CH:5]=[CH:6][CH:7]=1. The yield is 0.720. (4) The catalyst is CC(CC(C)=O)C.CS(C)=O. The reactants are [CH2:1]([CH:3]1[O:5][CH2:4]1)Cl.[OH:6][C:7]1[CH:12]=[C:11]([OH:13])[CH:10]=[CH:9][C:8]=1[C:14]12[CH2:23][CH:18]3[CH2:19][CH:20]([CH2:22][CH:16]([CH2:17]3)[CH2:15]1)[CH2:21]2.[OH-].[Na+].C[CH2:27][C:28]([CH3:30])=[O:29]. The yield is 0.940. The product is [CH2:1]([O:6][C:7]1[CH:12]=[C:11]([O:13][CH2:27][CH:28]2[O:29][CH2:30]2)[CH:10]=[CH:9][C:8]=1[C:14]12[CH2:15][CH:16]3[CH2:22][CH:20]([CH2:19][CH:18]([CH2:17]3)[CH2:23]1)[CH2:21]2)[CH:3]1[O:5][CH2:4]1.